Dataset: Forward reaction prediction with 1.9M reactions from USPTO patents (1976-2016). Task: Predict the product of the given reaction. (1) Given the reactants [CH3:1][C:2]1[O:6][N:5]=[C:4]([CH2:7][NH2:8])[CH:3]=1.[C:9]([N:13]1[C:17](=[O:18])[C:16](Cl)=[C:15]([C:20]2[CH:25]=[CH:24][CH:23]=[CH:22][CH:21]=2)[S:14]1(=[O:27])=[O:26])([CH3:12])([CH3:11])[CH3:10], predict the reaction product. The product is: [C:9]([N:13]1[C:17](=[O:18])[C:16]([NH:8][CH2:7][C:4]2[CH:3]=[C:2]([CH3:1])[O:6][N:5]=2)=[C:15]([C:20]2[CH:25]=[CH:24][CH:23]=[CH:22][CH:21]=2)[S:14]1(=[O:26])=[O:27])([CH3:12])([CH3:10])[CH3:11]. (2) Given the reactants Cl.[F:2][C:3]1([F:7])[CH2:6][NH:5][CH2:4]1.CCN(C(C)C)C(C)C.FC(F)(F)S([O-])(=O)=O.[N:25]1([S:30](N2C=C[N+](C)=C2)(=[O:32])=[O:31])[CH:29]=[CH:28][N:27]=[CH:26]1, predict the reaction product. The product is: [F:2][C:3]1([F:7])[CH2:6][N:5]([S:30]([N:25]2[CH:29]=[CH:28][N:27]=[CH:26]2)(=[O:32])=[O:31])[CH2:4]1. (3) The product is: [F:15][C:11]1[C:10]([O:16][CH2:17][C:18]2[CH:23]=[CH:22][CH:21]=[CH:20][CH:19]=2)=[C:9]([C:5]2[N:4]([CH2:24][CH2:25][C:26]3[CH:31]=[CH:30][CH:29]=[CH:28][CH:27]=3)[C:3](=[O:32])[C:2]([C:34]3[S:38][C:37]([C:39]4[N:40]=[C:41]([CH3:44])[S:42][CH:43]=4)=[CH:36][CH:35]=3)=[C:7]([CH3:8])[N:6]=2)[CH:14]=[CH:13][CH:12]=1. Given the reactants Br[C:2]1[C:3](=[O:32])[N:4]([CH2:24][CH2:25][C:26]2[CH:31]=[CH:30][CH:29]=[CH:28][CH:27]=2)[C:5]([C:9]2[CH:14]=[CH:13][CH:12]=[C:11]([F:15])[C:10]=2[O:16][CH2:17][C:18]2[CH:23]=[CH:22][CH:21]=[CH:20][CH:19]=2)=[N:6][C:7]=1[CH3:8].Br[C:34]1[S:38][C:37]([C:39]2[N:40]=[C:41]([CH3:44])[S:42][CH:43]=2)=[CH:36][CH:35]=1.C[Sn](C)(C)[Sn](C)(C)C, predict the reaction product.